Task: Predict the product of the given reaction.. Dataset: Forward reaction prediction with 1.9M reactions from USPTO patents (1976-2016) (1) The product is: [Br:1][C:2]1[CH:3]=[C:4]([CH:38]=[CH:39][CH:40]=1)[CH2:5][N:6]1[C:10]2[CH:11]=[CH:12][C:13]([O:15][CH2:16][C:17]3[CH:26]=[CH:25][C:24]4[C:19](=[CH:20][CH:21]=[CH:22][CH:23]=4)[N:18]=3)=[CH:14][C:9]=2[N:8]=[C:7]1[CH2:27][C:28]1([C:33]([OH:35])=[O:34])[CH2:32][CH2:31][CH2:30][CH2:29]1. Given the reactants [Br:1][C:2]1[CH:3]=[C:4]([CH:38]=[CH:39][CH:40]=1)[CH2:5][N:6]1[C:10]2[CH:11]=[CH:12][C:13]([O:15][CH2:16][C:17]3[CH:26]=[CH:25][C:24]4[C:19](=[CH:20][CH:21]=[CH:22][CH:23]=4)[N:18]=3)=[CH:14][C:9]=2[N:8]=[C:7]1[CH2:27][C:28]1([C:33]([O:35]CC)=[O:34])[CH2:32][CH2:31][CH2:30][CH2:29]1.C1COCC1.[Li+].[OH-].Cl, predict the reaction product. (2) Given the reactants [CH2:1]([NH:4][C:5]([C:7]1[C:12](Br)=[CH:11][N:10]=[C:9]([S:14][CH3:15])[N:8]=1)=[O:6])[CH:2]=[CH2:3].C(N(C(C)C)CC)(C)C, predict the reaction product. The product is: [CH3:3][C:2]1[C:12]2[CH:11]=[N:10][C:9]([S:14][CH3:15])=[N:8][C:7]=2[C:5](=[O:6])[NH:4][CH:1]=1.